From a dataset of Catalyst prediction with 721,799 reactions and 888 catalyst types from USPTO. Predict which catalyst facilitates the given reaction. (1) Reactant: S(=O)(O)[O-].[Na+].[Cl:6][C:7]1[CH:14]=[CH:13][CH:12]=[CH:11][C:8]=1[CH:9]=O.[S:15]1[CH:19]=[CH:18][CH:17]=[C:16]1[CH2:20][CH2:21][NH2:22].[C-:23]#[N:24].[Na+]. Product: [S:15]1[CH:19]=[CH:18][CH:17]=[C:16]1[CH2:20][CH2:21][NH:22][CH:9]([C:8]1[CH:11]=[CH:12][CH:13]=[CH:14][C:7]=1[Cl:6])[C:23]#[N:24]. The catalyst class is: 97. (2) Reactant: [Cl:1][CH2:2][C:3]([NH2:5])=[O:4].[N:6]1[CH:11]=[CH:10][CH:9]=[CH:8][CH:7]=1. Product: [Cl-:1].[C:3]([CH2:2][N+:6]1[CH:11]=[CH:10][CH:9]=[CH:8][CH:7]=1)(=[O:4])[NH2:5]. The catalyst class is: 10. (3) Reactant: [NH:1]1[CH2:6][CH2:5][CH:4]([C:7]2[CH:15]=[CH:14][CH:13]=[C:12]3[C:8]=2[CH2:9][C:10](=[O:16])[NH:11]3)[CH2:3][CH2:2]1.[O:17]=[C:18]1[C:23]2=[CH:24][NH:25][C:26]([CH:27]=O)=[C:22]2[CH2:21][CH2:20][NH:19]1. Product: [O:16]=[C:10]1[C:9](=[CH:27][C:26]2[NH:25][CH:24]=[C:23]3[C:22]=2[CH2:21][CH2:20][NH:19][C:18]3=[O:17])[C:8]2[C:12](=[CH:13][CH:14]=[CH:15][C:7]=2[CH:4]2[CH2:3][CH2:2][NH:1][CH2:6][CH2:5]2)[NH:11]1. The catalyst class is: 495. (4) The catalyst class is: 57. Product: [CH3:19][C:18]1[C:4]([B:5]2[O:9][C:8]([CH3:10])([CH3:11])[C:7]([CH3:13])([CH3:12])[O:6]2)=[C:3]([Si:2]([CH3:14])([CH3:15])[CH3:1])[O:16][N:17]=1. Reactant: [CH3:1][Si:2]([CH3:15])([CH3:14])[C:3]#[C:4][B:5]1[O:9][C:8]([CH3:11])([CH3:10])[C:7]([CH3:13])([CH3:12])[O:6]1.[OH:16]/[N:17]=[C:18](\Cl)/[CH3:19].C(=O)([O-])O.[K+]. (5) Reactant: Br[CH:2]1[CH2:7][CH2:6][CH2:5][CH:4]([C:8]2[CH:13]=[CH:12][CH:11]=[CH:10][CH:9]=2)[C:3]1=O.[NH2:15][C:16]([NH2:18])=[S:17]. Product: [C:8]1([CH:4]2[C:3]3[N:15]=[C:16]([NH2:18])[S:17][C:2]=3[CH2:7][CH2:6][CH2:5]2)[CH:13]=[CH:12][CH:11]=[CH:10][CH:9]=1. The catalyst class is: 8. (6) Reactant: [Br:1][C:2]1[CH:3]=[C:4]([C@:9]2([CH3:36])[C@H:15]3[C@:13]([C:16]([O:18]C)=[O:17])([CH2:14]3)[S:12][C:11]([N:20]([C:29]([O:31][C:32]([CH3:35])([CH3:34])[CH3:33])=[O:30])[CH2:21][O:22][CH2:23][CH2:24][Si:25]([CH3:28])([CH3:27])[CH3:26])=[N:10]2)[C:5](F)=[N:6][CH:7]=1.[CH3:37][O-:38].[Na+].Cl. Product: [Br:1][C:2]1[CH:3]=[C:4]([C@:9]2([CH3:36])[C@H:15]3[C@:13]([C:16]([OH:18])=[O:17])([CH2:14]3)[S:12][C:11]([N:20]([C:29]([O:31][C:32]([CH3:33])([CH3:35])[CH3:34])=[O:30])[CH2:21][O:22][CH2:23][CH2:24][Si:25]([CH3:28])([CH3:27])[CH3:26])=[N:10]2)[C:5]([O:38][CH3:37])=[N:6][CH:7]=1. The catalyst class is: 18. (7) Reactant: C[O:2][C:3]([C:5]1[C:10]([NH2:11])=[N:9][C:8]([O:12][CH2:13][CH2:14][F:15])=[CH:7][N:6]=1)=[O:4].[OH-].[Na+].Cl. Product: [NH2:11][C:10]1[C:5]([C:3]([OH:4])=[O:2])=[N:6][CH:7]=[C:8]([O:12][CH2:13][CH2:14][F:15])[N:9]=1. The catalyst class is: 1. (8) Reactant: C(OC(=O)[NH:7][C:8]1[CH:13]=[C:12]([N:14]([CH3:18])[CH2:15][CH2:16][CH3:17])[C:11]([Cl:19])=[CH:10][C:9]=1[NH2:20])(C)(C)C.C(O[C:27](=[O:50])[CH2:28][C:29](=O)[C:30]1[CH:35]=[CH:34][CH:33]=[C:32]([C:36]2[S:37][CH:38]=[C:39]([CH2:41][O:42]C3CCCCO3)[N:40]=2)[CH:31]=1)(C)(C)C.C(O)(C(F)(F)F)=O. Product: [Cl:19][C:11]1[C:12]([N:14]([CH3:18])[CH2:15][CH2:16][CH3:17])=[CH:13][C:8]2[N:7]=[C:29]([C:30]3[CH:35]=[CH:34][CH:33]=[C:32]([C:36]4[S:37][CH:38]=[C:39]([CH2:41][OH:42])[N:40]=4)[CH:31]=3)[CH2:28][C:27](=[O:50])[NH:20][C:9]=2[CH:10]=1. The catalyst class is: 2. (9) Reactant: [CH:1]([O:4][C:5]1[CH:10]=[CH:9][C:8]([N:11]=[C:12]=[S:13])=[CH:7][CH:6]=1)([CH3:3])[CH3:2].[S:14]1[CH:18]=[CH:17][C:16]([CH2:19][NH2:20])=[CH:15]1. Product: [CH:1]([O:4][C:5]1[CH:10]=[CH:9][C:8]([NH:11][C:12]([NH:20][CH2:19][C:16]2[CH:17]=[CH:18][S:14][CH:15]=2)=[S:13])=[CH:7][CH:6]=1)([CH3:3])[CH3:2]. The catalyst class is: 10.